Task: Predict the product of the given reaction.. Dataset: Forward reaction prediction with 1.9M reactions from USPTO patents (1976-2016) (1) Given the reactants [CH3:1][C:2]1[CH:10]=[CH:9][C:8]([CH2:11][NH:12][C:13]([C:15]2([CH3:21])[CH2:20][CH2:19][CH2:18][CH2:17][CH2:16]2)=[O:14])=[CH:7][C:3]=1[C:4](Cl)=[O:5].[NH2:22][C:23]1[CH:24]=[CH:25][C:26]([Cl:33])=[C:27]([CH:32]=1)[C:28]([O:30][CH3:31])=[O:29], predict the reaction product. The product is: [Cl:33][C:26]1[CH:25]=[CH:24][C:23]([NH:22][C:4](=[O:5])[C:3]2[CH:7]=[C:8]([CH2:11][NH:12][C:13]([C:15]3([CH3:21])[CH2:20][CH2:19][CH2:18][CH2:17][CH2:16]3)=[O:14])[CH:9]=[CH:10][C:2]=2[CH3:1])=[CH:32][C:27]=1[C:28]([O:30][CH3:31])=[O:29]. (2) Given the reactants [Br:1]Br.[CH2:3]([CH:5]1[CH2:16][C:15]2[C:7](=[CH:8][C:9]3[O:13][CH2:12][O:11][C:10]=3[CH:14]=2)[C:6]1=[O:17])C.CC([O-])=O.[Na+], predict the reaction product. The product is: [Br:1][C:14]1[C:10]2[O:11][CH2:12][O:13][C:9]=2[CH:8]=[C:7]2[C:15]=1[CH2:16][CH:5]([CH3:3])[C:6]2=[O:17]. (3) Given the reactants [Cl-].O[NH3+:3].[C:4](=[O:7])([O-])[OH:5].[Na+].CS(C)=O.[CH2:13]([C:15]1[S:51][C:18]2[N:19]([CH2:36][C:37]3[CH:42]=[CH:41][C:40]([C:43]4[C:44]([C:49]#[N:50])=[CH:45][CH:46]=[CH:47][CH:48]=4)=[CH:39][CH:38]=3)[C:20](=[O:35])[N:21]([CH2:24][C:25]([C:28]3[CH:33]=[CH:32][C:31]([F:34])=[CH:30][CH:29]=3)([OH:27])[CH3:26])[C:22](=[O:23])[C:17]=2[CH:16]=1)[CH3:14], predict the reaction product. The product is: [CH2:13]([C:15]1[S:51][C:18]2[N:19]([CH2:36][C:37]3[CH:42]=[CH:41][C:40]([C:43]4[CH:48]=[CH:47][CH:46]=[CH:45][C:44]=4[C:49]4[NH:3][C:4](=[O:7])[O:5][N:50]=4)=[CH:39][CH:38]=3)[C:20](=[O:35])[N:21]([CH2:24][C:25]([C:28]3[CH:29]=[CH:30][C:31]([F:34])=[CH:32][CH:33]=3)([OH:27])[CH3:26])[C:22](=[O:23])[C:17]=2[CH:16]=1)[CH3:14]. (4) The product is: [CH3:13][O:12][C:8]1[C:9]([O:10][CH3:11])=[C:2]2[C:3]([CH:4]=[C:26]([C:23]3[CH:22]=[CH:21][C:20]([N+:17]([O-:19])=[O:18])=[CH:25][CH:24]=3)[C:27](=[O:28])[O:1]2)=[CH:6][C:7]=1[N+:14]([O-:16])=[O:15]. Given the reactants [OH:1][C:2]1[C:9]([O:10][CH3:11])=[C:8]([O:12][CH3:13])[C:7]([N+:14]([O-:16])=[O:15])=[CH:6][C:3]=1[CH:4]=O.[N+:17]([C:20]1[CH:25]=[CH:24][C:23]([CH2:26][C:27](O)=[O:28])=[CH:22][CH:21]=1)([O-:19])=[O:18].C(N(CC)CC)C.P(Cl)(Cl)(OC1C=CC=CC=1)=O, predict the reaction product. (5) Given the reactants Cl[C:2]1[C:7]2[N:8]=[C:9]3[N:14]([C:6]=2[C:5]([CH3:16])=[C:4]([CH3:17])[N:3]=1)[C@@H:13]([CH3:15])[CH2:12][O:11][CH2:10]3.[CH3:18][O:19][C:20]1[CH:27]=[CH:26][C:23]([CH2:24][NH2:25])=[CH:22][CH:21]=1.Cl.N1C=CC=CC=1.C(Cl)(Cl)Cl, predict the reaction product. The product is: [CH3:18][O:19][C:20]1[CH:27]=[CH:26][C:23]([CH2:24][NH:25][C:2]2[C:7]3[N:8]=[C:9]4[N:14]([C:6]=3[C:5]([CH3:16])=[C:4]([CH3:17])[N:3]=2)[C@@H:13]([CH3:15])[CH2:12][O:11][CH2:10]4)=[CH:22][CH:21]=1. (6) The product is: [CH3:46][O:47][C:48]1[CH:53]=[CH:52][C:51]([N:54]2[C:4](=[O:6])[C:3]3[C:2](=[CH:31][CH:26]=[CH:27][CH:28]=3)[N:10]=[C:9]2[CH2:8][CH2:7][NH:11][C:17](=[O:18])[O:19][C:20]([CH3:21])([CH3:22])[CH3:23])=[CH:50][CH:49]=1. Given the reactants N[C:2]1[N:10]=[CH:9][CH:8]=[CH:7][C:3]=1[C:4]([OH:6])=O.[NH:11]([C:17]([O:19][C:20]([CH3:23])([CH3:22])[CH3:21])=[O:18])CCC(O)=O.P(O[C:26]1[CH:31]=CC=[CH:28][CH:27]=1)(O[C:26]1[CH:31]=CC=[CH:28][CH:27]=1)O[C:26]1[CH:31]=CC=[CH:28][CH:27]=1.[CH3:46][O:47][C:48]1[CH:53]=[CH:52][C:51]([NH2:54])=[CH:50][CH:49]=1, predict the reaction product. (7) Given the reactants [CH2:1]([O:3][C:4]([C:6](C)([CH2:10][CH2:11][C:12](=[O:14])[CH3:13])[C:7](O)=O)=[O:5])[CH3:2], predict the reaction product. The product is: [CH3:7][CH:6]([CH2:10][CH2:11][C:12](=[O:14])[CH3:13])[C:4]([O:3][CH2:1][CH3:2])=[O:5]. (8) Given the reactants C([NH:4][C:5]1[CH:18]=[CH:17][C:8]([C:9]([NH:11][C:12]2[S:13][CH:14]=[CH:15][N:16]=2)=[O:10])=[C:7]([CH3:19])[CH:6]=1)(=O)C.[OH-].[Na+], predict the reaction product. The product is: [NH2:4][C:5]1[CH:18]=[CH:17][C:8]([C:9]([NH:11][C:12]2[S:13][CH:14]=[CH:15][N:16]=2)=[O:10])=[C:7]([CH3:19])[CH:6]=1. (9) The product is: [CH3:21][O:20][C:13]1[CH:12]=[C:11]([C:9]2([C:22]#[N:23])[CH2:8][CH2:7][C:6](=[O:24])[CH2:5][CH2:10]2)[CH:16]=[CH:15][C:14]=1[N+:17]([O-:19])=[O:18]. Given the reactants COC([CH:5]1[CH2:10][C:9]([C:22]#[N:23])([C:11]2[CH:16]=[CH:15][C:14]([N+:17]([O-:19])=[O:18])=[C:13]([O:20][CH3:21])[CH:12]=2)[CH2:8][CH2:7][C:6]1=[O:24])=O.[Cl-].[Na+].O.CS(C)=O, predict the reaction product. (10) Given the reactants C([N:14]1[CH2:19][CH2:18][N:17]([C:20]2[CH:21]=[CH:22][C:23]([O:42][CH3:43])=[C:24]3[C:29]=2[CH2:28][N:27]([C:30](=[O:41])[CH2:31][C:32]2[CH:37]=[CH:36][C:35]([CH:38]([CH3:40])[CH3:39])=[CH:34][CH:33]=2)[CH2:26][CH2:25]3)[CH2:16][CH2:15]1)(C1C=CC=CC=1)C1C=CC=CC=1, predict the reaction product. The product is: [CH:38]([C:35]1[CH:34]=[CH:33][C:32]([CH2:31][C:30]([N:27]2[CH2:26][CH2:25][C:24]3[C:29](=[C:20]([N:17]4[CH2:16][CH2:15][NH:14][CH2:19][CH2:18]4)[CH:21]=[CH:22][C:23]=3[O:42][CH3:43])[CH2:28]2)=[O:41])=[CH:37][CH:36]=1)([CH3:40])[CH3:39].